Task: Predict which catalyst facilitates the given reaction.. Dataset: Catalyst prediction with 721,799 reactions and 888 catalyst types from USPTO (1) Reactant: CC1(C)C(C)(C)[O:5][B:4]([C:9]2[CH:17]=[CH:16][C:12]([C:13]([OH:15])=O)=[CH:11][CH:10]=2)[O:3]1.C1C=CC2N(O)N=NC=2C=1.CCN=C=NCCCN(C)C.Cl.[CH2:41]([CH2:43][NH2:44])[OH:42]. Product: [OH:42][CH2:41][CH2:43][NH:44][C:13]([C:12]1[CH:11]=[CH:10][C:9]([B:4]([OH:3])[OH:5])=[CH:17][CH:16]=1)=[O:15]. The catalyst class is: 4. (2) Product: [F:57][C:51]1[CH:52]=[CH:53][C:54]([F:56])=[CH:55][C:50]=1[CH:49]=[C:46]1[CH2:47][CH2:48][N:43]([C:41]([NH:40][CH:37]2[CH2:36][CH2:35][N:34]([C:3](=[O:4])[C:2]([F:7])([F:1])[CH3:6])[CH2:39][CH2:38]2)=[O:42])[CH2:44][CH2:45]1. The catalyst class is: 47. Reactant: [F:1][C:2]([F:7])([CH3:6])[C:3](O)=[O:4].C1C=CC2N(O)N=NC=2C=1.CCN=C=NCCCN(C)C.ClC1C=C(C=CC=1OC)C[N:34]1[CH2:39][CH2:38][CH:37]([NH:40][C:41]([N:43]2[CH2:48][CH2:47][C:46](=[CH:49][C:50]3[CH:55]=[C:54]([F:56])[CH:53]=[CH:52][C:51]=3[F:57])[CH2:45][CH2:44]2)=[O:42])[CH2:36][CH2:35]1.CCN(CC)CC. (3) Reactant: [N:1]1[NH:2][CH:3]=[C:4]2[CH2:8][N:7]([C@H:9]3[CH2:14][S:13](=[O:15])[CH:12]([C:16]4[CH:21]=[C:20]([F:22])[CH:19]=[C:18]([F:23])[C:17]=4[F:24])[C@@H:11]([NH:25]C(=O)OC(C)(C)C)[CH2:10]3)[CH2:6][C:5]=12.[C:33]([OH:39])([C:35]([F:38])([F:37])[F:36])=[O:34]. Product: [F:36][C:35]([F:38])([F:37])[C:33]([OH:39])=[O:34].[N:1]1[NH:2][CH:3]=[C:4]2[CH2:8][N:7]([C@H:9]3[CH2:14][S:13](=[O:15])[CH:12]([C:16]4[CH:21]=[C:20]([F:22])[CH:19]=[C:18]([F:23])[C:17]=4[F:24])[C@@H:11]([NH2:25])[CH2:10]3)[CH2:6][C:5]=12. The catalyst class is: 2. (4) Reactant: [CH3:1][O:2][C:3](=[O:29])[CH2:4][CH2:5][CH2:6][CH2:7][CH2:8]/[CH:9]=[C:10]1\[CH:11]([CH2:21][CH2:22][CH2:23][CH2:24][CH2:25][CH2:26][CH2:27][CH3:28])[CH:12]2[CH:17]([C:18]\1=[O:19])C1CC2C=C1.C1(=O)OC(=O)C=C1.C[Al](Cl)Cl. Product: [CH3:1][O:2][C:3](=[O:29])[CH2:4][CH2:5][CH2:6][CH2:7][CH2:8]/[CH:9]=[C:10]1\[CH:11]([CH2:21][CH2:22][CH2:23][CH2:24][CH2:25][CH2:26][CH2:27][CH3:28])[CH:12]=[CH:17][C:18]\1=[O:19].[CH3:1][O:2][C:3](=[O:29])[CH2:4][CH2:5][CH2:6][CH2:7][CH2:8]/[CH:9]=[C:10]1/[CH:11]([CH2:21][CH2:22][CH2:23][CH2:24][CH2:25][CH2:26][CH2:27][CH3:28])[CH:12]=[CH:17][C:18]/1=[O:19]. The catalyst class is: 4.